This data is from Forward reaction prediction with 1.9M reactions from USPTO patents (1976-2016). The task is: Predict the product of the given reaction. (1) Given the reactants [Br:1][C:2]1[CH:3]=[CH:4][C:5]([O:9][C:10]2[CH:15]=[CH:14][CH:13]=[CH:12][CH:11]=2)=[C:6]([NH2:8])[CH:7]=1.[CH:16](O)=[O:17], predict the reaction product. The product is: [Br:1][C:2]1[CH:3]=[CH:4][C:5]([O:9][C:10]2[CH:15]=[CH:14][CH:13]=[CH:12][CH:11]=2)=[C:6]([NH:8][CH:16]=[O:17])[CH:7]=1. (2) The product is: [CH3:1][C:2]1([CH3:10])[CH2:6][N:5]([N:11]=[O:12])[CH:4]([C:7]([OH:9])=[O:8])[CH2:3]1. Given the reactants [CH3:1][C:2]1([CH3:10])[CH2:6][NH:5][CH:4]([C:7]([OH:9])=[O:8])[CH2:3]1.[N:11]([O-])=[O:12].[Na+], predict the reaction product. (3) Given the reactants O[C:2]1[CH:7]=[CH:6][C:5]([NH:8][C:9](=[O:15])[O:10][C:11]([CH3:14])([CH3:13])[CH3:12])=[C:4]([CH3:16])[CH:3]=1.C1(P(C2C=CC=CC=2)C2C=CC=CC=2)C=CC=CC=1.[Cl:36][C:37]1[CH:42]=[CH:41][CH:40]=[C:39]([Cl:43])[C:38]=1[C:44]1[C:48]([CH2:49][OH:50])=[C:47]([CH:51]([CH3:53])[CH3:52])[O:46][N:45]=1, predict the reaction product. The product is: [C:11]([O:10][C:9](=[O:15])[N:8]([O:50][CH2:49][C:48]1[C:44]([C:38]2[C:37]([Cl:36])=[CH:42][CH:41]=[CH:40][C:39]=2[Cl:43])=[N:45][O:46][C:47]=1[CH:51]([CH3:53])[CH3:52])[C:5]1[CH:6]=[CH:7][CH:2]=[CH:3][C:4]=1[CH3:16])([CH3:14])([CH3:13])[CH3:12]. (4) Given the reactants [CH3:1][C:2]1[C:9]([C:10]2[S:11][C:12]([C:21](=O)[CH3:22])=[C:13]([C:15]3[CH:20]=[CH:19][CH:18]=[CH:17][CH:16]=3)[N:14]=2)=[C:5]2[S:6][CH:7]=[CH:8][N:4]2[N:3]=1.O.[NH2:25]N.COC(OC)[N:30]([CH3:32])C, predict the reaction product. The product is: [CH3:1][C:2]1[C:9]([C:10]2[S:11][C:12]([C:21]3[NH:25][N:30]=[CH:32][CH:22]=3)=[C:13]([C:15]3[CH:20]=[CH:19][CH:18]=[CH:17][CH:16]=3)[N:14]=2)=[C:5]2[S:6][CH:7]=[CH:8][N:4]2[N:3]=1. (5) Given the reactants [OH:1][C:2]1[N:3]=[C:4]([C:9]2[CH:10]=[C:11]([CH:16]=[CH:17][CH:18]=2)[C:12]([O:14]C)=[O:13])[NH:5][C:6](=[O:8])[CH:7]=1.[OH:19][C:20]1[N:21]=[C:22](C2C=C(C=CC=2)C(O)=O)NC(=O)C=1.S(=O)(=O)(O)O.[C:41](=[O:44])(O)[O-:42].[Na+].Cl, predict the reaction product. The product is: [C:41]([CH2:22][NH:21][C:20]([C:7]1[C:6](=[O:8])[NH:5][C:4]([C:9]2[CH:10]=[C:11]([CH:16]=[CH:17][CH:18]=2)[C:12]([OH:14])=[O:13])=[N:3][C:2]=1[OH:1])=[O:19])([OH:42])=[O:44]. (6) Given the reactants C([O:3][C:4](=O)[C:5]1[CH:10]=[CH:9][CH:8]=[CH:7][C:6]=1[NH:11][C:12]1[C:17]([Cl:18])=[CH:16][N:15]=[C:14]([NH:19][C:20]2[CH:34]=[CH:33][C:23]3[CH2:24][CH2:25][N:26]([CH2:29][CH2:30][O:31][CH3:32])[CH2:27][CH2:28][C:22]=3[CH:21]=2)[N:13]=1)C.[CH3:36][N:37]1[CH2:42][CH2:41][N:40]([CH2:43][CH2:44][NH2:45])[CH2:39][CH2:38]1, predict the reaction product. The product is: [Cl:18][C:17]1[C:12]([NH:11][C:6]2[CH:7]=[CH:8][CH:9]=[CH:10][C:5]=2[C:4]([NH:45][CH2:44][CH2:43][N:40]2[CH2:41][CH2:42][N:37]([CH3:36])[CH2:38][CH2:39]2)=[O:3])=[N:13][C:14]([NH:19][C:20]2[CH:34]=[CH:33][C:23]3[CH2:24][CH2:25][N:26]([CH2:29][CH2:30][O:31][CH3:32])[CH2:27][CH2:28][C:22]=3[CH:21]=2)=[N:15][CH:16]=1.